From a dataset of Forward reaction prediction with 1.9M reactions from USPTO patents (1976-2016). Predict the product of the given reaction. (1) Given the reactants Cl[CH2:2][C:3]1([CH3:9])[CH2:7][O:6][C:5](=[O:8])[NH:4]1.[Br-:10].[Na+], predict the reaction product. The product is: [Br:10][CH2:2][C:3]1([CH3:9])[CH2:7][O:6][C:5](=[O:8])[NH:4]1. (2) Given the reactants C[O:2][C:3]1[CH:8]=[CH:7][CH:6]=[CH:5][C:4]=1[CH:9]1[CH2:14][CH2:13][CH2:12][NH:11][CH2:10]1.Cl.[BrH:16], predict the reaction product. The product is: [BrH:16].[NH:11]1[CH2:12][CH2:13][CH2:14][CH:9]([C:4]2[CH:5]=[CH:6][CH:7]=[CH:8][C:3]=2[OH:2])[CH2:10]1. (3) Given the reactants [CH3:1][C:2]1[CH:3]=[C:4]([CH:19]=[CH:20][C:21]=1[CH3:22])[C:5]([C:7]1[C:16](=[O:17])[C:15]2[C:10](=[CH:11][CH:12]=[C:13]([F:18])[CH:14]=2)[NH:9][CH:8]=1)=[O:6].C[Si](C)(C)[N-][Si](C)(C)C.[K+].[CH3:33][C:34]1[CH:35]=[C:36]([CH:39]=[CH:40][CH:41]=1)[CH2:37]Br, predict the reaction product. The product is: [CH3:1][C:2]1[CH:3]=[C:4]([CH:19]=[CH:20][C:21]=1[CH3:22])[C:5]([C:7]1[C:16](=[O:17])[C:15]2[C:10](=[CH:11][CH:12]=[C:13]([F:18])[CH:14]=2)[N:9]([CH2:33][C:34]2[CH:41]=[CH:40][CH:39]=[C:36]([CH3:37])[CH:35]=2)[CH:8]=1)=[O:6]. (4) Given the reactants [NH2:1][C:2]1[N:10]=[CH:9][C:8]([Cl:11])=[CH:7][C:3]=1[C:4]([NH2:6])=[O:5].[N:12]1([C:18]2[CH:19]=[C:20]([CH2:24]N)[CH:21]=[CH:22][CH:23]=2)[CH2:17][CH2:16][O:15][CH2:14][CH2:13]1, predict the reaction product. The product is: [ClH:11].[Cl:11][C:8]1[CH:7]=[C:3]([C:4]([NH2:6])=[O:5])[C:2](=[NH:1])[N:10]([CH2:24][C:20]2[CH:21]=[CH:22][CH:23]=[C:18]([N:12]3[CH2:17][CH2:16][O:15][CH2:14][CH2:13]3)[CH:19]=2)[CH:9]=1. (5) Given the reactants C(O[C:4]([C:6]1[S:7][C:8]([C:18]2[CH:23]=[CH:22][C:21]([Cl:24])=[CH:20][CH:19]=2)=[C:9]([C:11]2[CH:16]=[CH:15][C:14]([Cl:17])=[CH:13][CH:12]=2)[N:10]=1)=[O:5])C.[NH2:25][N:26]1[CH2:31][CH2:30][CH2:29][CH2:28][CH2:27]1, predict the reaction product. The product is: [N:26]1([NH:25][C:4]([C:6]2[S:7][C:8]([C:18]3[CH:23]=[CH:22][C:21]([Cl:24])=[CH:20][CH:19]=3)=[C:9]([C:11]3[CH:16]=[CH:15][C:14]([Cl:17])=[CH:13][CH:12]=3)[N:10]=2)=[O:5])[CH2:31][CH2:30][CH2:29][CH2:28][CH2:27]1. (6) Given the reactants [C:1]1([C:22]2[CH:27]=[CH:26][CH:25]=[CH:24][CH:23]=2)[CH:6]=[CH:5][C:4]([NH:7][C:8](=[O:21])[C:9]2[CH:14]=[C:13]([N+:15]([O-])=O)[C:12]([O:18][CH3:19])=[CH:11][C:10]=2[Cl:20])=[CH:3][CH:2]=1.Cl.C(=O)(O)[O-].[Na+].[Cl-].[Na+], predict the reaction product. The product is: [NH2:15][C:13]1[C:12]([O:18][CH3:19])=[CH:11][C:10]([Cl:20])=[C:9]([CH:14]=1)[C:8]([NH:7][C:4]1[CH:3]=[CH:2][C:1]([C:22]2[CH:27]=[CH:26][CH:25]=[CH:24][CH:23]=2)=[CH:6][CH:5]=1)=[O:21].